Dataset: Forward reaction prediction with 1.9M reactions from USPTO patents (1976-2016). Task: Predict the product of the given reaction. (1) Given the reactants [CH3:1][C:2]1[CH:3]=[C:4]([CH:7]=[CH:8][C:9]=1[CH3:10])[CH2:5][OH:6].CN(C)CCN(C)C.C([Li])CCC.[I:24]I.S(=O)(=O)(O)O, predict the reaction product. The product is: [I:24][C:7]1[CH:8]=[C:9]([CH3:10])[C:2]([CH3:1])=[CH:3][C:4]=1[CH2:5][OH:6]. (2) Given the reactants [Br:1][C:2]1[CH:3]=[C:4]([NH:8][CH2:9][CH2:10][C:11]([C:13]2[CH:18]=[CH:17][CH:16]=[CH:15][CH:14]=2)=[O:12])[CH:5]=[CH:6][CH:7]=1.C([O-])([O-])=O.[K+].[K+].Cl[C:26]([O:28][CH3:29])=[O:27], predict the reaction product. The product is: [Br:1][C:2]1[CH:3]=[C:4]([N:8]([CH2:9][CH2:10][C:11](=[O:12])[C:13]2[CH:14]=[CH:15][CH:16]=[CH:17][CH:18]=2)[C:26](=[O:27])[O:28][CH3:29])[CH:5]=[CH:6][CH:7]=1.